From a dataset of Forward reaction prediction with 1.9M reactions from USPTO patents (1976-2016). Predict the product of the given reaction. The product is: [CH3:21][O:20][C:15]1[CH:16]=[CH:17][CH:18]=[CH:19][C:14]=1[CH2:13][NH:12][C:7]1[CH:6]=[CH:5][C:4]2[C:9](=[CH:10][CH:11]=[C:2]([NH:22][C:23]3[N:28]=[CH:27][CH:26]=[CH:25][N:24]=3)[CH:3]=2)[N:8]=1. Given the reactants Br[C:2]1[CH:3]=[C:4]2[C:9](=[CH:10][CH:11]=1)[N:8]=[C:7]([NH:12][CH2:13][C:14]1[CH:19]=[CH:18][CH:17]=[CH:16][C:15]=1[O:20][CH3:21])[CH:6]=[CH:5]2.[NH2:22][C:23]1[N:28]=[CH:27][CH:26]=[CH:25][N:24]=1.[Na].CCSC(N(CC(C)C)CC(C)C)=O, predict the reaction product.